Task: Predict the reactants needed to synthesize the given product.. Dataset: Full USPTO retrosynthesis dataset with 1.9M reactions from patents (1976-2016) Given the product [F:17][CH:2]([F:1])[C:3]1[CH:4]=[CH:5][C:6]([C:9]([F:16])([F:15])[CH2:10][OH:11])=[N:7][CH:8]=1, predict the reactants needed to synthesize it. The reactants are: [F:1][CH:2]([F:17])[C:3]1[CH:4]=[CH:5][C:6]([C:9]([F:16])([F:15])[C:10](OCC)=[O:11])=[N:7][CH:8]=1.[BH4-].[Na+].